From a dataset of Drug-target binding data from BindingDB using IC50 measurements. Regression. Given a target protein amino acid sequence and a drug SMILES string, predict the binding affinity score between them. We predict pIC50 (pIC50 = -log10(IC50 in M); higher means more potent). Dataset: bindingdb_ic50. (1) The compound is COc1ccc(Cc2nc(Nc3ccc(OC)c(OC)c3)nc(SC3=NCCS3)n2)cc1OC. The target protein (Q62668) has sequence MSDHPLKEMSDNNRSPPLPEPLSSRYKLYESELSSPTWPSSSQDTHPALPLLEMPEEKDLRSSDEDSHIVKIEKPNERSKRRESELPRRASAGRGAFSLFQAVSYLTGDMKECKNWLKDKPLVLQFLDWVLRGAAQVMFVNNPLSGLIIFIGLLIQNPWWTIAGALGTVVSTLAALALSQDRSAIASGLHGYNGMLVGLLVAVFSEKLDYYWWLLFPVTFASMACPVISSALSTVFAKWDLPVFTLPFNIALTLYLAATGHYNLFFPTTLVKPASSAPNITWSEIEMPLLLQTIPVGVGQVYGCDNPWTGGVILVALFISSPLICLHAAIGSIVGLLAALTVATPFETIYTGLWSYNCVLSCVAIGGMFYVLTWQTHLLALVCALFCAYTGAALSNMMAVVGVPPGTWAFCLSTLTFLLLTSNNPGIHKLPLSKVTYPEANRIYFLTAKRSDEQKPPNGGGGEQSHGGGQRKAEEGSETVFPRRKSVFHIEWSSIRRRSK.... The pIC50 is 5.4. (2) The compound is CCC(CC)c1nc(C)n2nc(-c3ccc(OC)cc3C)c(C)cc12. The target protein (P34998) has sequence MGGHPQLRLVKALLLLGLNPVSASLQDQHCESLSLASNISGLQCNASVDLIGTCWPRSPAGQLVVRPCPAFFYGVRYNTTNNGYRECLANGSWAARVNYSECQEILNEEKKSKVHYHVAVIINYLGHCISLVALLVAFVLFLRLRPGCTHWGDQADGALEVGAPWSGAPFQVRRSIRCLRNIIHWNLISAFILRNATWFVVQLTMSPEVHQSNVGWCRLVTAAYNYFHVTNFFWMFGEGCYLHTAIVLTYSTDRLRKWMFICIGWGVPFPIIVAWAIGKLYYDNEKCWFGKRPGVYTDYIYQGPMILVLLINFIFLFNIVRILMTKLRASTTSETIQYRKAVKATLVLLPLLGITYMLFFVNPGEDEVSRVVFIYFNSFLESFQGFFVSVFYCFLNSEVRSAIRKRWHRWQDKHSIRARVARAMSIPTSPTRVSFHSIKQSTAV. The pIC50 is 6.9.